Task: Predict the reactants needed to synthesize the given product.. Dataset: Full USPTO retrosynthesis dataset with 1.9M reactions from patents (1976-2016) (1) The reactants are: COC1C=CC(C([NH:24][C:25]2[N:30]([CH3:31])[C:29](=[O:32])[C:28]([CH3:34])([CH3:33])[C@:27]([C:36]3[CH:41]=[C:40](Br)[CH:39]=[CH:38][C:37]=3[F:43])([CH3:35])[N:26]=2)(C2C=CC(OC)=CC=2)C2C=CC=CC=2)=CC=1.[Cl:44][C:45]1[C:50]([CH3:51])=[CH:49][C:48]([NH2:52])=[C:47]([O:53][CH3:54])[CH:46]=1. Given the product [NH2:24][C:25]1[N:30]([CH3:31])[C:29](=[O:32])[C:28]([CH3:34])([CH3:33])[C@:27]([C:36]2[CH:41]=[C:40]([NH:52][C:48]3[CH:49]=[C:50]([CH3:51])[C:45]([Cl:44])=[CH:46][C:47]=3[O:53][CH3:54])[CH:39]=[CH:38][C:37]=2[F:43])([CH3:35])[N:26]=1, predict the reactants needed to synthesize it. (2) Given the product [CH:3]([C:4]1[CH:5]=[C:6]([CH:34]=[CH:35][CH:36]=1)[C:7]([C:9]1[C:14]([C:15]([O:17][CH2:18][CH3:19])=[O:16])=[CH:13][N:12]=[C:11]([NH:20][C:21]2[CH:22]=[CH:23][C:24]([N:27]3[CH2:28][CH2:29][N:30]([CH3:33])[CH2:31][CH2:32]3)=[CH:25][CH:26]=2)[N:10]=1)=[O:8])=[O:2], predict the reactants needed to synthesize it. The reactants are: C[O:2][CH:3](OC)[C:4]1[CH:5]=[C:6]([CH:34]=[CH:35][CH:36]=1)[C:7]([C:9]1[C:14]([C:15]([O:17][CH2:18][CH3:19])=[O:16])=[CH:13][N:12]=[C:11]([NH:20][C:21]2[CH:26]=[CH:25][C:24]([N:27]3[CH2:32][CH2:31][N:30]([CH3:33])[CH2:29][CH2:28]3)=[CH:23][CH:22]=2)[N:10]=1)=[O:8].C(O)(C(F)(F)F)=O. (3) Given the product [F:1][C:2]([F:30])([O:6][C:7]1[CH:12]=[CH:11][C:10]([C:13]2[S:17][C:16]([S:18]([C:21]3([C:27]([NH:56][O:55][CH:50]4[CH2:51][CH2:52][CH2:53][CH2:54][O:49]4)=[O:29])[CH2:26][CH2:25][O:24][CH2:23][CH2:22]3)(=[O:20])=[O:19])=[CH:15][CH:14]=2)=[CH:9][CH:8]=1)[CH:3]([F:4])[F:5], predict the reactants needed to synthesize it. The reactants are: [F:1][C:2]([F:30])([O:6][C:7]1[CH:12]=[CH:11][C:10]([C:13]2[S:17][C:16]([S:18]([C:21]3([C:27]([OH:29])=O)[CH2:26][CH2:25][O:24][CH2:23][CH2:22]3)(=[O:20])=[O:19])=[CH:15][CH:14]=2)=[CH:9][CH:8]=1)[CH:3]([F:5])[F:4].C(N(CC)CC)C.O.ON1C2C=CC=CC=2N=N1.[O:49]1[CH2:54][CH2:53][CH2:52][CH2:51][CH:50]1[O:55][NH2:56].Cl.CN(C)CCCN=C=NCC. (4) Given the product [CH2:1]([O:3][C:4]([C:6]1[S:10][C:9]([O:11][C:12]2[CH:17]=[CH:16][CH:15]=[CH:14][CH:13]=2)=[N:8][C:7]=1[CH2:18][Br:19])=[O:5])[CH3:2], predict the reactants needed to synthesize it. The reactants are: [CH2:1]([O:3][C:4]([C:6]1[S:10][C:9]([O:11][C:12]2[CH:17]=[CH:16][CH:15]=[CH:14][CH:13]=2)=[N:8][C:7]=1[CH3:18])=[O:5])[CH3:2].[Br:19]N1C(=O)CCC1=O. (5) Given the product [N+:5]([C:8]1[CH:14]=[CH:13][C:11]([NH:12][C:3]([NH2:2])=[S:4])=[CH:10][CH:9]=1)([O-:7])=[O:6], predict the reactants needed to synthesize it. The reactants are: [NH4+].[N:2]#[C:3][S-:4].[N+:5]([C:8]1[CH:14]=[CH:13][C:11]([NH2:12])=[CH:10][CH:9]=1)([O-:7])=[O:6]. (6) Given the product [Cl:21][C:22]1[CH:23]=[CH:24][C:25]2[O:29][C:28]3[C:30](=[O:31])[NH:32][C:34]([CH2:35][Cl:36])=[N:33][C:27]=3[C:26]=2[CH:38]=1, predict the reactants needed to synthesize it. The reactants are: BrC1C=CC2OC3C(=O)NC(C4CCCN4)=NC=3C=2C=1.[Cl:21][C:22]1[CH:23]=[CH:24][C:25]2[O:29][C:28]([C:30]([NH2:32])=[O:31])=[C:27]([NH:33][C:34](=O)[CH2:35][Cl:36])[C:26]=2[CH:38]=1.BrC1C=CC2OC(C(N)=O)=C(NC(=O)CCl)C=2C=1. (7) The reactants are: [N+:1]([C:4]1[CH:13]=[CH:12][CH:11]=[C:10]2[C:5]=1[CH:6]=[CH:7][C:8](Cl)=[N:9]2)([O-])=O.[CH2:15]1[C:23]2[C:18](=[CH:19][CH:20]=[CH:21][CH:22]=2)[CH2:17][CH:16]1[NH2:24]. Given the product [CH2:15]1[C:23]2[C:18](=[CH:19][CH:20]=[CH:21][CH:22]=2)[CH2:17][CH:16]1[NH:24][C:8]1[CH:7]=[CH:6][C:5]2[C:4]([NH2:1])=[CH:13][CH:12]=[CH:11][C:10]=2[N:9]=1, predict the reactants needed to synthesize it.